Dataset: Reaction yield outcomes from USPTO patents with 853,638 reactions. Task: Predict the reaction yield, written as a fraction of the theoretical maximum amount of product (1.0 means a 100% yield; for example, 0.34 means a 34% yield). (1) The reactants are CC1(C)CCCC(C)(C)N1.C([Li])CCC.CCCCCC.[O:22]1[CH:26]=[CH:25][CH:24]=[C:23]1[C:27]1[N:28]=[C:29]([NH:38][C:39]([C:41]2[CH:46]=[CH:45][N:44]=[CH:43][CH:42]=2)=[O:40])[S:30][C:31]=1[C:32](=[O:37])N(OC)C.[N:47]1[CH:52]=[CH:51][CH:50]=[N:49][CH:48]=1.[Cl-].[NH4+]. The catalyst is C1COCC1. The product is [O:22]1[CH:26]=[CH:25][CH:24]=[C:23]1[C:27]1[N:28]=[C:29]([NH:38][C:39]([C:41]2[CH:42]=[CH:43][N:44]=[CH:45][CH:46]=2)=[O:40])[S:30][C:31]=1[C:32]([C:52]1[CH:51]=[CH:50][N:49]=[CH:48][N:47]=1)=[O:37]. The yield is 0.0700. (2) The reactants are [CH:1]([S:4][C:5]1[CH:13]=[CH:12][C:11]([S:14]([CH3:17])(=[O:16])=[O:15])=[CH:10][C:6]=1[C:7]([OH:9])=O)([CH3:3])[CH3:2].[Cl:18][C:19]1[CH:24]=[C:23]([N+:25]([O-:27])=[O:26])[CH:22]=[CH:21][C:20]=1[N:28]1[CH2:33][CH2:32][NH:31][CH2:30][CH2:29]1. The yield is 0.860. No catalyst specified. The product is [Cl:18][C:19]1[CH:24]=[C:23]([N+:25]([O-:27])=[O:26])[CH:22]=[CH:21][C:20]=1[N:28]1[CH2:33][CH2:32][N:31]([C:7]([C:6]2[CH:10]=[C:11]([S:14]([CH3:17])(=[O:16])=[O:15])[CH:12]=[CH:13][C:5]=2[S:4][CH:1]([CH3:2])[CH3:3])=[O:9])[CH2:30][CH2:29]1. (3) The reactants are [Cl:1][C:2]1[CH:7]=[CH:6][C:5]([C@H:8]2[N:15]3[C:11]([S:12][C:13]([C:19]([N:21]4[CH2:41][C@H:40]([F:42])[CH2:39][C@H:22]4[C:23]([N:25]4[CH2:32][C:29]5([CH2:31][CH2:30]5)[N:28](C(=O)C(F)(F)F)[CH2:27][CH2:26]4)=[O:24])=[O:20])=[C:14]3[CH:16]([CH3:18])[CH3:17])=[N:10][C@:9]2([C:44]2[CH:45]=[N:46][C:47]([Cl:50])=[CH:48][CH:49]=2)[CH3:43])=[CH:4][C:3]=1[F:51].C(=O)([O-])[O-].[K+].[K+]. The catalyst is CO.C(OCC)(=O)C. The product is [Cl:1][C:2]1[CH:7]=[CH:6][C:5]([C@H:8]2[N:15]3[C:11]([S:12][C:13]([C:19]([N:21]4[CH2:41][C@H:40]([F:42])[CH2:39][C@H:22]4[C:23]([N:25]4[CH2:32][C:29]5([CH2:30][CH2:31]5)[NH:28][CH2:27][CH2:26]4)=[O:24])=[O:20])=[C:14]3[CH:16]([CH3:17])[CH3:18])=[N:10][C@:9]2([C:44]2[CH:45]=[N:46][C:47]([Cl:50])=[CH:48][CH:49]=2)[CH3:43])=[CH:4][C:3]=1[F:51]. The yield is 0.550.